From a dataset of Full USPTO retrosynthesis dataset with 1.9M reactions from patents (1976-2016). Predict the reactants needed to synthesize the given product. (1) Given the product [CH3:36][O:35][C:33]1[CH:32]=[CH:31][C:30]([O:37][CH3:38])=[C:29]([CH:27]([OH:28])[CH2:26][NH:25][C:22]([CH2:21][NH2:20])=[O:23])[CH:34]=1.[ClH:39], predict the reactants needed to synthesize it. The reactants are: C(N1C=CN=C1)(N1C=CN=C1)=O.C(OC([NH:20][CH2:21][C:22](O)=[O:23])=O)(C)(C)C.[NH2:25][CH2:26][CH:27]([C:29]1[CH:34]=[C:33]([O:35][CH3:36])[CH:32]=[CH:31][C:30]=1[O:37][CH3:38])[OH:28].[ClH:39]. (2) Given the product [CH3:9][CH:8]([CH2:7][C:5](=[O:6])[CH2:4][CH:2]([CH3:3])[CH3:1])[C:12]([OH:13])=[O:15], predict the reactants needed to synthesize it. The reactants are: [CH3:1][CH:2]([CH2:4][C:5]([CH2:7][CH:8](C=C)[CH3:9])=[O:6])[CH3:3].[C:12](=[O:15])(O)[O-:13].[Na+].I([O-])(=O)(=O)=O.[Na+].[Mn]([O-])(=O)(=O)=O.[K+].S(=O)(O)[O-].[Na+]. (3) Given the product [N+:16]([C:9]1[CH:10]=[C:11]([C:13](=[O:15])[CH3:14])[S:12][C:8]=1[S:6][C:2]1[S:1][CH:5]=[CH:4][N:3]=1)([O-:18])=[O:17], predict the reactants needed to synthesize it. The reactants are: [S:1]1[CH:5]=[CH:4][N:3]=[C:2]1[SH:6].Cl[C:8]1[S:12][C:11]([C:13](=[O:15])[CH3:14])=[CH:10][C:9]=1[N+:16]([O-:18])=[O:17].C([O-])([O-])=O.[K+].[K+]. (4) The reactants are: [CH3:1][O:2][C:3]([CH:5](P(OC)(OC)=O)[NH:6][C:7]([O:9][CH2:10][C:11]1[CH:16]=[CH:15][CH:14]=[CH:13][CH:12]=1)=[O:8])=[O:4].CN(C)C(=N)N(C)C.[C:31]([O:35][C:36]([N:38]1[C:46]2[C:41](=[CH:42][C:43]([CH:47]=O)=[CH:44][CH:45]=2)[CH:40]=[N:39]1)=[O:37])([CH3:34])([CH3:33])[CH3:32]. Given the product [C:31]([O:35][C:36]([N:38]1[C:46]2[C:41](=[CH:42][C:43]([CH:47]=[C:5]([NH:6][C:7]([O:9][CH2:10][C:11]3[CH:12]=[CH:13][CH:14]=[CH:15][CH:16]=3)=[O:8])[C:3]([O:2][CH3:1])=[O:4])=[CH:44][CH:45]=2)[CH:40]=[N:39]1)=[O:37])([CH3:34])([CH3:33])[CH3:32], predict the reactants needed to synthesize it. (5) Given the product [CH3:5][CH2:4][N:3]([CH2:6][CH2:7][NH:8][C:9]([C:11]1[CH:16]=[CH:15][C:14]([N:17]=[O:18])=[CH:13][CH:12]=1)=[O:10])[CH2:2][CH3:1].[OH2:10].[CH3:5][CH2:4][N:3]([CH2:6][CH2:7][NH:8][C:9]([C:11]1[CH:16]=[CH:15][C:14]([N:17]=[O:18])=[CH:13][CH:12]=1)=[O:10])[CH2:2][CH3:1], predict the reactants needed to synthesize it. The reactants are: [CH3:1][CH2:2][N:3]([CH2:6][CH2:7][NH:8][C:9]([C:11]1[CH:16]=[CH:15][C:14]([N:17]=[O:18])=[CH:13][CH:12]=1)=[O:10])[CH2:4][CH3:5]. (6) Given the product [CH:17]1(/[CH:23]=[C:24](\[C:2]2[CH:7]=[CH:6][C:5]([S:8]([CH3:11])(=[O:10])=[O:9])=[C:4]([O:12][C:13]([F:16])([F:15])[F:14])[CH:3]=2)/[CH2:25][OH:26])[CH2:22][CH2:21][CH2:20][CH2:19][CH2:18]1, predict the reactants needed to synthesize it. The reactants are: Br[C:2]1[CH:7]=[CH:6][C:5]([S:8]([CH3:11])(=[O:10])=[O:9])=[C:4]([O:12][C:13]([F:16])([F:15])[F:14])[CH:3]=1.[CH:17]1(/[CH:23]=[C:24](\B2OC(C)(C)C(C)(C)O2)/[CH2:25][OH:26])[CH2:22][CH2:21][CH2:20][CH2:19][CH2:18]1.C(=O)([O-])[O-].[Na+].[Na+]. (7) Given the product [Cl:1][C:2]1[CH:7]=[CH:6][C:5]([C@@:8]2([OH:16])[CH2:13][CH2:12][N:11]([C:26](=[O:27])[C@H:25]([NH:24][C:22](=[O:23])[O:21][C:17]([CH3:19])([CH3:18])[CH3:20])[CH2:29][CH3:30])[CH2:10][C:9]2([CH3:14])[CH3:15])=[CH:4][CH:3]=1, predict the reactants needed to synthesize it. The reactants are: [Cl:1][C:2]1[CH:7]=[CH:6][C:5]([C@@:8]2([OH:16])[CH2:13][CH2:12][NH:11][CH2:10][C:9]2([CH3:15])[CH3:14])=[CH:4][CH:3]=1.[C:17]([O:21][C:22]([NH:24][C@H:25]([CH2:29][CH3:30])[C:26](O)=[O:27])=[O:23])([CH3:20])([CH3:19])[CH3:18].C1C=CC2N(O)N=NC=2C=1.C(Cl)CCl.CCN(C(C)C)C(C)C. (8) Given the product [C:13]([O:12][C:10](=[O:11])[NH:6][CH2:5][C:4]1[CH:7]=[CH:8][CH:9]=[C:2]([Cl:1])[CH:3]=1)([CH3:16])([CH3:15])[CH3:14], predict the reactants needed to synthesize it. The reactants are: [Cl:1][C:2]1[CH:3]=[C:4]([CH:7]=[CH:8][CH:9]=1)[CH2:5][NH2:6].[C:10](O[C:10]([O:12][C:13]([CH3:16])([CH3:15])[CH3:14])=[O:11])([O:12][C:13]([CH3:16])([CH3:15])[CH3:14])=[O:11]. (9) Given the product [Cl:26][C:15]1[CH:16]=[C:17]([CH2:20][C:21]([O:23][CH2:24][CH3:25])=[O:22])[CH:18]=[CH:19][C:14]=1[NH:13][C:10]([C:3]1[C:4]2[C:9](=[CH:8][CH:7]=[CH:6][CH:5]=2)[NH:1][CH:2]=1)=[O:12], predict the reactants needed to synthesize it. The reactants are: [NH:1]1[C:9]2[C:4](=[CH:5][CH:6]=[CH:7][CH:8]=2)[C:3]([C:10]([OH:12])=O)=[CH:2]1.[NH2:13][C:14]1[CH:19]=[CH:18][C:17]([CH2:20][C:21]([O:23][CH2:24][CH3:25])=[O:22])=[CH:16][C:15]=1[Cl:26].C(N(CC)CC)C. (10) Given the product [NH2:1][C:2]1[C:11]2[C:6](=[CH:7][CH:8]=[CH:9][C:10]=2[O:12][CH2:13][C@H:14]([NH:16][C:23](=[O:30])[C:24]2[CH:29]=[CH:28][N:27]=[CH:26][CH:25]=2)[CH3:15])[N:5]=[C:4]([CH3:17])[C:3]=1[C:18]([O:20][CH2:21][CH3:22])=[O:19], predict the reactants needed to synthesize it. The reactants are: [NH2:1][C:2]1[C:11]2[C:6](=[CH:7][CH:8]=[CH:9][C:10]=2[O:12][CH2:13][C@H:14]([NH2:16])[CH3:15])[N:5]=[C:4]([CH3:17])[C:3]=1[C:18]([O:20][CH2:21][CH3:22])=[O:19].[C:23](O)(=[O:30])[C:24]1[CH:29]=[CH:28][N:27]=[CH:26][CH:25]=1.